From a dataset of Catalyst prediction with 721,799 reactions and 888 catalyst types from USPTO. Predict which catalyst facilitates the given reaction. (1) Reactant: C1(C[O:8][NH:9][C:10]([C:12]2[CH:13]=[C:14]([C:23]([O:25][CH2:26][CH3:27])=[O:24])[CH:15]=[C:16]([C:18]([O:20][CH2:21][CH3:22])=[O:19])[CH:17]=2)=[O:11])C=CC=CC=1. Product: [OH:8][NH:9][C:10]([C:12]1[CH:13]=[C:14]([C:23]([O:25][CH2:26][CH3:27])=[O:24])[CH:15]=[C:16]([C:18]([O:20][CH2:21][CH3:22])=[O:19])[CH:17]=1)=[O:11]. The catalyst class is: 29. (2) Reactant: [NH2:1][C:2]1[C:6]([C:7]([NH:9][C:10]2[CH:11]=[N:12][CH:13]=[CH:14][C:15]=2[O:16][CH3:17])=[O:8])=[C:5]([NH2:18])[NH:4][N:3]=1.C([O-])([O-])=O.[Cs+].[Cs+].[C:25](OC)(=[O:28])[C:26]#[CH:27]. Product: [NH2:18][C:5]1[C:6]([C:7]([NH:9][C:10]2[CH:11]=[N:12][CH:13]=[CH:14][C:15]=2[O:16][CH3:17])=[O:8])=[C:2]2[NH:1][C:25](=[O:28])[CH:26]=[CH:27][N:3]2[N:4]=1. The catalyst class is: 14. (3) Reactant: [CH2:1]([N:3]([C:21]1[CH:26]=[CH:25][CH:24]=[CH:23][CH:22]=1)[C:4]([C:6]1[C:7](=[O:20])[N:8]([CH3:19])[C:9]2[C:14]([C:15]=1[OH:16])=[C:13]([CH2:17][CH3:18])[CH:12]=[CH:11][CH:10]=2)=[O:5])[CH3:2].[OH-].[Na+].O.C([O-])(=O)C.[Ca+2:34].C([O-])(=O)C. Product: [Ca:34].[CH2:1]([N:3]([C:21]1[CH:22]=[CH:23][CH:24]=[CH:25][CH:26]=1)[C:4]([C:6]1[C:7](=[O:20])[N:8]([CH3:19])[C:9]2[C:14]([C:15]=1[OH:16])=[C:13]([CH2:17][CH3:18])[CH:12]=[CH:11][CH:10]=2)=[O:5])[CH3:2]. The catalyst class is: 40. (4) Reactant: C[O:2][C:3]([C:5]1([C:8]2[CH:13]=[CH:12][C:11]([C:14]3[CH:19]=[CH:18][C:17]([N:20]4[C:24]([NH:25][C:26]([O:28][C@@H:29]([C:31]5[CH:36]=[CH:35][CH:34]=[CH:33][CH:32]=5)[CH3:30])=[O:27])=[C:23]([CH3:37])[N:22]=[N:21]4)=[CH:16][C:15]=3OC)=[CH:10][CH:9]=2)[CH2:7][CH2:6]1)=[O:4].[OH-].[Na+].C1C[O:45][CH2:44]C1. Product: [CH3:44][O:45][C:18]1[CH:19]=[C:14]([C:11]2[CH:12]=[CH:13][C:8]([C:5]3([C:3]([OH:2])=[O:4])[CH2:7][CH2:6]3)=[CH:9][CH:10]=2)[CH:15]=[CH:16][C:17]=1[N:20]1[C:24]([NH:25][C:26]([O:28][C@@H:29]([C:31]2[CH:36]=[CH:35][CH:34]=[CH:33][CH:32]=2)[CH3:30])=[O:27])=[C:23]([CH3:37])[N:22]=[N:21]1. The catalyst class is: 8. (5) Reactant: [H-].[H-].[H-].[H-].[Li+].[Al+3].[CH3:7][O:8][C:9]1[CH:14]=[C:13]([CH:15]=[C:16]([N+:18]([O-])=O)[CH3:17])[CH:12]=[C:11]([O:21][CH3:22])[CH:10]=1.O.[OH-].[Na+]. Product: [CH3:22][O:21][C:11]1[CH:12]=[C:13]([CH2:15][CH:16]([NH2:18])[CH3:17])[CH:14]=[C:9]([O:8][CH3:7])[CH:10]=1. The catalyst class is: 1.